This data is from Peptide-MHC class II binding affinity with 134,281 pairs from IEDB. The task is: Regression. Given a peptide amino acid sequence and an MHC pseudo amino acid sequence, predict their binding affinity value. This is MHC class II binding data. (1) The peptide sequence is YDKFLRNVSTVLTGK. The MHC is DRB1_0101 with pseudo-sequence DRB1_0101. The binding affinity (normalized) is 0.840. (2) The binding affinity (normalized) is 0.239. The peptide sequence is CQDLELSWNLNGLQAY. The MHC is DRB1_0802 with pseudo-sequence DRB1_0802. (3) The peptide sequence is GMLQIVDKIDAAFKI. The MHC is DRB1_0701 with pseudo-sequence DRB1_0701. The binding affinity (normalized) is 0.701. (4) The peptide sequence is GAMAKKGQEDKLRKA. The MHC is DRB3_0101 with pseudo-sequence DRB3_0101. The binding affinity (normalized) is 0.135. (5) The peptide sequence is EAKYFAATQFEPLAA. The MHC is HLA-DQA10401-DQB10402 with pseudo-sequence HLA-DQA10401-DQB10402. The binding affinity (normalized) is 0.633.